This data is from Forward reaction prediction with 1.9M reactions from USPTO patents (1976-2016). The task is: Predict the product of the given reaction. (1) Given the reactants [O:1]1[C:5]2[CH:6]=[CH:7][CH:8]=[CH:9][C:4]=2[CH:3]=[C:2]1[C:10]([NH:12][C:13]1([C:19]([NH:21][CH:22]2[CH2:27][CH2:26][N:25]([C:28]3[CH:33]=[CH:32][C:31]([F:34])=[CH:30][C:29]=3[C:35]([F:38])([F:37])[F:36])[CH2:24][CH:23]2[OH:39])=[O:20])[CH2:18][CH2:17][CH2:16][CH2:15][CH2:14]1)=[O:11].C(N(CC)CC)C, predict the reaction product. The product is: [O:1]1[C:5]2[CH:6]=[CH:7][CH:8]=[CH:9][C:4]=2[CH:3]=[C:2]1[C:10]([NH:12][C:13]1([C:19]([NH:21][CH:22]2[CH2:27][CH2:26][N:25]([C:28]3[CH:33]=[CH:32][C:31]([F:34])=[CH:30][C:29]=3[C:35]([F:37])([F:38])[F:36])[CH2:24][C:23]2=[O:39])=[O:20])[CH2:18][CH2:17][CH2:16][CH2:15][CH2:14]1)=[O:11]. (2) Given the reactants [CH2:1]([N:8]([CH2:14]OC)[CH2:9][Si](C)(C)C)[C:2]1[CH:7]=[CH:6][CH:5]=[CH:4][CH:3]=1.[CH3:17][O:18][C:19](=[O:29])/[CH:20]=[CH:21]/[C:22]1[CH:27]=[CH:26][C:25]([Cl:28])=[CH:24][CH:23]=1.[C:30](O)(C(F)(F)F)=O.C([O-])(O)=O.[Na+], predict the reaction product. The product is: [CH2:17]([O:18][C:19]([C@H:20]1[C@H:21]([C:22]2[CH:27]=[CH:26][C:25]([Cl:28])=[CH:24][CH:23]=2)[CH2:9][N:8]([CH2:1][C:2]2[CH:3]=[CH:4][CH:5]=[CH:6][CH:7]=2)[CH2:14]1)=[O:29])[CH3:30]. (3) The product is: [C:1]([C:5]1[CH:9]=[C:8]([NH:10][C:31]([NH:30][C:24]2[CH:25]=[CH:26][CH:27]=[C:28]([Cl:29])[C:23]=2[Cl:22])=[O:32])[N:7]([C:11]2[CH:20]=[C:19]3[C:14]([CH2:15][CH2:16][NH:17][C:18]3=[S:21])=[CH:13][CH:12]=2)[N:6]=1)([CH3:4])([CH3:2])[CH3:3]. Given the reactants [C:1]([C:5]1[CH:9]=[C:8]([NH2:10])[N:7]([C:11]2[CH:20]=[C:19]3[C:14]([CH2:15][CH2:16][NH:17][C:18]3=[S:21])=[CH:13][CH:12]=2)[N:6]=1)([CH3:4])([CH3:3])[CH3:2].[Cl:22][C:23]1[C:28]([Cl:29])=[CH:27][CH:26]=[CH:25][C:24]=1[N:30]=[C:31]=[O:32].N1C=CC=CC=1, predict the reaction product. (4) Given the reactants [Cl:1][C:2]1[CH:3]=[C:4]([O:25][C@H:26]2[CH2:31][CH2:30][C@H:29]([N:32]([CH3:34])[CH3:33])[CH2:28][CH2:27]2)[C:5]2[CH2:16][CH:15]=[CH:14][CH2:13][CH2:12][C:11]3[CH:17]=[C:18]([CH3:22])[NH:19][C:20](=[O:21])[C:10]=3[CH2:9][NH:8][C:7](=[O:23])[C:6]=2[CH:24]=1, predict the reaction product. The product is: [Cl:1][C:2]1[CH:3]=[C:4]([O:25][C@H:26]2[CH2:27][CH2:28][C@H:29]([N:32]([CH3:33])[CH3:34])[CH2:30][CH2:31]2)[C:5]2[CH2:16][CH2:15][CH2:14][CH2:13][CH2:12][C:11]3[CH:17]=[C:18]([CH3:22])[NH:19][C:20](=[O:21])[C:10]=3[CH2:9][NH:8][C:7](=[O:23])[C:6]=2[CH:24]=1. (5) Given the reactants [NH2:1][C:2]1[N:3]=[C:4]([NH:17][CH:18]2[CH2:23][CH2:22][N:21]([S:24]([C:27]3[CH:28]=[N:29][C:30](Cl)=[CH:31][CH:32]=3)(=[O:26])=[O:25])[CH2:20][CH2:19]2)[S:5][C:6]=1[C:7]([C:9]1[C:14]([F:15])=[CH:13][CH:12]=[CH:11][C:10]=1[F:16])=[O:8].[CH2:34]([Sn](CCCC)(CCCC)C=C)[CH2:35]CC, predict the reaction product. The product is: [NH2:1][C:2]1[N:3]=[C:4]([NH:17][CH:18]2[CH2:23][CH2:22][N:21]([S:24]([C:27]3[CH:28]=[N:29][C:30]([CH:34]=[CH2:35])=[CH:31][CH:32]=3)(=[O:26])=[O:25])[CH2:20][CH2:19]2)[S:5][C:6]=1[C:7]([C:9]1[C:14]([F:15])=[CH:13][CH:12]=[CH:11][C:10]=1[F:16])=[O:8]. (6) Given the reactants Br[CH2:2][C:3]1[CH:4]=[CH:5][C:6]([N+:13]([O-:15])=[O:14])=[C:7]([CH:12]=1)[C:8]([O:10][CH3:11])=[O:9].C(=O)([O-])[O-].[K+].[K+].[NH:22]1[CH2:27][CH2:26][CH2:25][CH2:24][CH2:23]1, predict the reaction product. The product is: [N+:13]([C:6]1[CH:5]=[CH:4][C:3]([CH2:2][N:22]2[CH2:27][CH2:26][CH2:25][CH2:24][CH2:23]2)=[CH:12][C:7]=1[C:8]([O:10][CH3:11])=[O:9])([O-:15])=[O:14].